From a dataset of Full USPTO retrosynthesis dataset with 1.9M reactions from patents (1976-2016). Predict the reactants needed to synthesize the given product. (1) Given the product [CH3:1][N:2]1[C:10]2[CH:9]=[CH:8][C:7]([C:11]([O:13][CH3:14])=[O:12])=[CH:6][C:5]=2[C:4]2[CH2:15][N:16]([CH:29]3[CH2:30][CH2:31][O:26][CH2:27][CH2:28]3)[CH2:17][CH2:18][C:3]1=2, predict the reactants needed to synthesize it. The reactants are: [CH3:1][N:2]1[C:10]2[CH:9]=[CH:8][C:7]([C:11]([O:13][CH3:14])=[O:12])=[CH:6][C:5]=2[C:4]2[CH2:15][NH:16][CH2:17][CH2:18][C:3]1=2.C(N(CC)CC)C.[O:26]1[CH2:31][CH2:30][C:29](=O)[CH2:28][CH2:27]1.C([BH3-])#N.[Na+]. (2) Given the product [C:1]([O:5][C:6](=[O:40])[NH:7][C@H:8]1[CH2:23][CH2:22][CH2:21][CH2:20][CH2:19][CH2:18][CH2:17][C@@H:16]([CH3:24])[CH2:15][C@@H:14]([C@@H:25]([OH:36])[CH2:26][C@H:27]([C:29](=[O:35])[NH:30][CH2:31][CH2:32][CH2:33][CH3:34])[CH3:28])[NH:13][C:12](=[O:37])[C@H:11]([CH3:38])[NH:10][C:9]1=[O:39])([CH3:4])([CH3:3])[CH3:2], predict the reactants needed to synthesize it. The reactants are: [C:1]([O:5][C:6](=[O:40])[NH:7][C@H:8]1[CH2:23][CH2:22][CH2:21][CH:20]=[CH:19][CH2:18][CH2:17][C@@H:16]([CH3:24])[CH2:15][C@@H:14]([C@@H:25]([OH:36])[CH2:26][C@H:27]([C:29](=[O:35])[NH:30][CH2:31][CH2:32][CH2:33][CH3:34])[CH3:28])[NH:13][C:12](=[O:37])[C@H:11]([CH3:38])[NH:10][C:9]1=[O:39])([CH3:4])([CH3:3])[CH3:2]. (3) Given the product [C:17]([O:9][CH2:8][CH2:7][C:1]1[CH:6]=[CH:5][CH:4]=[CH:3][CH:2]=1)(=[O:21])[CH:18]=[CH2:19], predict the reactants needed to synthesize it. The reactants are: [C:1]1([CH2:7][CH2:8][OH:9])[CH:6]=[CH:5][CH:4]=[CH:3][CH:2]=1.C(N(CC)CC)C.[C:17](Cl)(=[O:21])[C:18](C)=[CH2:19].CO. (4) Given the product [C:1]([O:5][C:6](=[O:13])[N:7]([CH2:20][C:19]1[CH:22]=[CH:23][C:16]([O:15][CH3:14])=[CH:17][CH:18]=1)[N:8]1[CH:12]=[CH:11][CH:10]=[CH:9]1)([CH3:4])([CH3:2])[CH3:3], predict the reactants needed to synthesize it. The reactants are: [C:1]([O:5][C:6](=[O:13])[NH:7][N:8]1[CH:12]=[CH:11][CH:10]=[CH:9]1)([CH3:4])([CH3:3])[CH3:2].[CH3:14][O:15][C:16]1[CH:23]=[CH:22][C:19]([CH2:20]Cl)=[CH:18][CH:17]=1.[H-].[Na+]. (5) Given the product [Br:1][C:2]1[C:3]([C:8]2[S:9][C:10]([Cl:13])=[CH:11][CH:12]=2)=[N:4][N:5]([CH3:17])[C:6]=1[CH3:7], predict the reactants needed to synthesize it. The reactants are: [Br:1][C:2]1[C:3]([C:8]2[S:9][C:10]([Cl:13])=[CH:11][CH:12]=2)=[N:4][NH:5][C:6]=1[CH3:7].[H-].[Na+].I[CH3:17].[Cl-].[NH4+]. (6) Given the product [C:1]([O:5][C:6]([N:8]1[CH2:13][CH2:12][CH:11]([NH:19][CH:16]2[CH2:18][CH2:17]2)[CH:10]([CH3:15])[CH2:9]1)=[O:7])([CH3:4])([CH3:3])[CH3:2], predict the reactants needed to synthesize it. The reactants are: [C:1]([O:5][C:6]([N:8]1[CH2:13][CH2:12][C:11](=O)[CH:10]([CH3:15])[CH2:9]1)=[O:7])([CH3:4])([CH3:3])[CH3:2].[CH:16]1([NH2:19])[CH2:18][CH2:17]1. (7) Given the product [C:26]([C:2]1[CH:7]=[CH:6][C:5]([S:8]([N:11]2[CH2:16][CH2:15][N:14]([C:17]([O:19][C:20]([CH3:22])([CH3:23])[CH3:21])=[O:18])[C@H:13]([CH3:24])[CH2:12]2)(=[O:9])=[O:10])=[C:4]([CH3:25])[CH:3]=1)#[N:27], predict the reactants needed to synthesize it. The reactants are: Br[C:2]1[CH:7]=[CH:6][C:5]([S:8]([N:11]2[CH2:16][CH2:15][N:14]([C:17]([O:19][C:20]([CH3:23])([CH3:22])[CH3:21])=[O:18])[C@H:13]([CH3:24])[CH2:12]2)(=[O:10])=[O:9])=[C:4]([CH3:25])[CH:3]=1.[CH3:26][N:27](C=O)C.